The task is: Predict the product of the given reaction.. This data is from Forward reaction prediction with 1.9M reactions from USPTO patents (1976-2016). (1) The product is: [Cl:1][C:2]1[CH:3]=[CH:4][C:5]([C:8]2[CH:9]=[N:10][CH:11]=[C:12]3[C:17]=2[N:16]=[C:15]([C:18]([NH:54][C:55]2[CH:60]=[CH:59][CH:58]=[CH:57][CH:56]=2)=[O:20])[CH:14]=[CH:13]3)=[CH:6][CH:7]=1. Given the reactants [Cl:1][C:2]1[CH:7]=[CH:6][C:5]([C:8]2[CH:9]=[N:10][CH:11]=[C:12]3[C:17]=2[N:16]=[C:15]([C:18]([OH:20])=O)[CH:14]=[CH:13]3)=[CH:4][CH:3]=1.C(N(CC)C(C)C)(C)C.F[P-](F)(F)(F)(F)F.N1(OC(N(C)C)=[N+](C)C)C2N=CC=CC=2N=N1.[NH2:54][C:55]1[CH:60]=[CH:59][CH:58]=[CH:57][CH:56]=1, predict the reaction product. (2) Given the reactants FC(F)(F)C(O)=O.[NH2:8][C@@H:9]([CH2:14][C:15]1[CH:20]=[CH:19][C:18]([CH:21]2[S:25](=[O:27])(=[O:26])[NH:24][C:23](=[O:28])[CH2:22]2)=[C:17]([Br:29])[CH:16]=1)[C:10]([O:12]C)=[O:11].C(N(CC)CC)C.Cl[C:38]([O:40][CH2:41][C:42]1[CH:47]=[CH:46][CH:45]=[CH:44][CH:43]=1)=[O:39].[OH-].[Li+], predict the reaction product. The product is: [CH2:41]([O:40][C:38]([NH:8][C@@H:9]([CH2:14][C:15]1[CH:20]=[CH:19][C:18]([CH:21]2[S:25](=[O:27])(=[O:26])[NH:24][C:23](=[O:28])[CH2:22]2)=[C:17]([Br:29])[CH:16]=1)[C:10]([OH:12])=[O:11])=[O:39])[C:42]1[CH:47]=[CH:46][CH:45]=[CH:44][CH:43]=1. (3) Given the reactants [I:1][C:2]1[C:3]([C:16](=[O:18])[CH3:17])=[N:4][N:5]([CH2:7][C:8]2[CH:13]=[CH:12][C:11]([O:14][CH3:15])=[CH:10][CH:9]=2)[CH:6]=1.[BH4-].[Na+], predict the reaction product. The product is: [I:1][C:2]1[C:3]([CH:16]([OH:18])[CH3:17])=[N:4][N:5]([CH2:7][C:8]2[CH:9]=[CH:10][C:11]([O:14][CH3:15])=[CH:12][CH:13]=2)[CH:6]=1. (4) Given the reactants [Cl:1][C:2]1[CH:3]=[C:4]2[C:10]([I:11])=[N:9][NH:8][C:5]2=[N:6][CH:7]=1.C([O-])([O-])=O.[Na+].[Na+].[C:18](Cl)([C:31]1[CH:36]=[CH:35][CH:34]=[CH:33][CH:32]=1)([C:25]1[CH:30]=[CH:29][CH:28]=[CH:27][CH:26]=1)[C:19]1[CH:24]=[CH:23][CH:22]=[CH:21][CH:20]=1, predict the reaction product. The product is: [Cl:1][C:2]1[CH:3]=[C:4]2[C:10]([I:11])=[N:9][N:8]([C:18]([C:19]3[CH:24]=[CH:23][CH:22]=[CH:21][CH:20]=3)([C:31]3[CH:32]=[CH:33][CH:34]=[CH:35][CH:36]=3)[C:25]3[CH:26]=[CH:27][CH:28]=[CH:29][CH:30]=3)[C:5]2=[N:6][CH:7]=1. (5) Given the reactants [Cl:1][C:2]1[CH:3]=[C:4]2[C:9](=[CH:10][C:11]=1[OH:12])[O:8][CH2:7][CH2:6][CH:5]2[C:13]([O:15][CH3:16])=[O:14].C([O-])([O-])=O.[K+].[K+].[Cl:23][C:24]1[CH:44]=[CH:43][C:27]([CH2:28][CH2:29][NH:30][C:31](=[O:42])[C:32]2[CH:37]=[CH:36][C:35](Cl)=[C:34]([N+:39]([O-:41])=[O:40])[CH:33]=2)=[CH:26][CH:25]=1, predict the reaction product. The product is: [Cl:23][C:24]1[CH:25]=[CH:26][C:27]([CH2:28][CH2:29][NH:30][C:31]([C:32]2[CH:37]=[CH:36][C:35]([O:12][C:11]3[CH:10]=[C:9]4[C:4]([CH:5]([C:13]([O:15][CH3:16])=[O:14])[CH2:6][CH2:7][O:8]4)=[CH:3][C:2]=3[Cl:1])=[C:34]([N+:39]([O-:41])=[O:40])[CH:33]=2)=[O:42])=[CH:43][CH:44]=1. (6) Given the reactants [C:1]1([CH3:10])[CH:6]=[CH:5][CH:4]=[C:3]([C:7]([OH:9])=[O:8])[CH:2]=1.[Br:11]N1C(=O)CCC1=O.C(OOC(C)(C)C)(=O)C1C=CC=CC=1, predict the reaction product. The product is: [Br:11][CH2:10][C:1]1[CH:2]=[C:3]([CH:4]=[CH:5][CH:6]=1)[C:7]([OH:9])=[O:8]. (7) Given the reactants B(Cl)(Cl)Cl.C[O:6][C:7]1[CH:16]=[C:15]2[C:10]([CH2:11][CH2:12][CH:13]([O:17][C:18](=[O:20])[CH3:19])[CH2:14]2)=[CH:9][CH:8]=1, predict the reaction product. The product is: [OH:6][C:7]1[CH:16]=[C:15]2[C:10]([CH2:11][CH2:12][CH:13]([O:17][C:18](=[O:20])[CH3:19])[CH2:14]2)=[CH:9][CH:8]=1. (8) Given the reactants C(O)(C(F)(F)F)=O.C(OC([NH:15][C@@H:16]([C:18]1[C:19]([F:54])=[C:20]([C:24]2[CH:29]=[C:28]([C:30]#[C:31][C:32]3[CH:36]=[CH:35][N:34]([CH3:37])[N:33]=3)[CH:27]=[C:26]([CH2:38][O:39][C:40]3[CH:45]=[CH:44][CH:43]=[CH:42][C:41]=3[CH2:46][C:47]([O:49]C(C)(C)C)=[O:48])[CH:25]=2)[CH:21]=[CH:22][CH:23]=1)[CH3:17])=O)(C)(C)C, predict the reaction product. The product is: [NH2:15][C@@H:16]([C:18]1[C:19]([F:54])=[C:20]([C:24]2[CH:29]=[C:28]([C:30]#[C:31][C:32]3[CH:36]=[CH:35][N:34]([CH3:37])[N:33]=3)[CH:27]=[C:26]([CH2:38][O:39][C:40]3[CH:45]=[CH:44][CH:43]=[CH:42][C:41]=3[CH2:46][C:47]([OH:49])=[O:48])[CH:25]=2)[CH:21]=[CH:22][CH:23]=1)[CH3:17].